Task: Predict the reaction yield, written as a fraction of the theoretical maximum amount of product (1.0 means a 100% yield; for example, 0.34 means a 34% yield).. Dataset: Reaction yield outcomes from USPTO patents with 853,638 reactions The reactants are Cl[CH2:2][CH2:3][C:4]([NH:6][C:7]1[CH:12]=[CH:11][CH:10]=[C:9]([OH:13])[CH:8]=1)=[O:5].[Cl-].[Al+3].[Cl-].[Cl-]. The catalyst is C(OCC)(=O)C. The product is [OH:13][C:9]1[CH:8]=[C:7]2[C:12]([CH2:2][CH2:3][C:4](=[O:5])[NH:6]2)=[CH:11][CH:10]=1. The yield is 0.760.